Dataset: Forward reaction prediction with 1.9M reactions from USPTO patents (1976-2016). Task: Predict the product of the given reaction. (1) Given the reactants Cl[C:2]1[N:7]=[C:6]([C:8]2[CH:9]=[C:10]3[C:14](=[CH:15][CH:16]=2)[N:13]([CH3:17])[N:12]=[CH:11]3)[C:5]([CH3:18])=[CH:4][CH:3]=1.[Li+].[Cl-].Br[C:22]1[S:23][C:24]2[C:30]([C:31]3[CH:36]=[CH:35][C:34]([Cl:37])=[CH:33][CH:32]=3)=[C:29]([C@H:38]([O:44][C:45]([CH3:48])([CH3:47])[CH3:46])[C:39]([O:41][CH2:42][CH3:43])=[O:40])[C:28]([CH3:49])=[CH:27][C:25]=2[N:26]=1, predict the reaction product. The product is: [C:45]([O:44][C@@H:38]([C:29]1[C:28]([CH3:49])=[CH:27][C:25]2[N:26]=[C:22]([C:2]3[CH:3]=[CH:4][C:5]([CH3:18])=[C:6]([C:8]4[CH:9]=[C:10]5[C:14](=[CH:15][CH:16]=4)[N:13]([CH3:17])[N:12]=[CH:11]5)[N:7]=3)[S:23][C:24]=2[C:30]=1[C:31]1[CH:32]=[CH:33][C:34]([Cl:37])=[CH:35][CH:36]=1)[C:39]([O:41][CH2:42][CH3:43])=[O:40])([CH3:46])([CH3:47])[CH3:48]. (2) Given the reactants [Br:1][C:2]1[CH:3]=[CH:4][C:5]([NH2:8])=[N:6][CH:7]=1.[C:9]1([CH3:19])[CH:14]=[CH:13][C:12]([S:15](Cl)(=[O:17])=[O:16])=[CH:11][CH:10]=1, predict the reaction product. The product is: [Br:1][C:2]1[CH:3]=[CH:4][C:5](=[N:8][S:15]([C:12]2[CH:13]=[CH:14][C:9]([CH3:19])=[CH:10][CH:11]=2)(=[O:17])=[O:16])[NH:6][CH:7]=1. (3) Given the reactants [CH3:1][O:2][C:3]1[CH:4]=[C:5]2[C:10](=[CH:11][C:12]=1[O:13][CH3:14])[N:9]=[C:8]([S:15][CH3:16])[CH:7]=[C:6]2[O:17][C:18]1[CH:23]=[CH:22][C:21](N)=[CH:20][C:19]=1[F:25].[F:26][C:27]1[CH:32]=[CH:31][C:30]([NH:33][C:34]([C:36]2([C:39]([OH:41])=O)[CH2:38][CH2:37]2)=[O:35])=[CH:29][CH:28]=1.C[N:43](C(ON1N=NC2C=CC=NC1=2)=[N+](C)C)C.F[P-](F)(F)(F)(F)F.O, predict the reaction product. The product is: [CH3:1][O:2][C:3]1[CH:4]=[C:5]2[C:10](=[CH:11][C:12]=1[O:13][CH3:14])[N:9]=[C:8]([S:15][CH3:16])[CH:7]=[C:6]2[O:17][C:18]1[C:19]([F:25])=[CH:20][CH:21]=[CH:22][C:23]=1[C:27]1([F:26])[CH:28]=[CH:29][C:30]([NH:33][C:34]([C:36]2([C:39]([NH2:43])=[O:41])[CH2:37][CH2:38]2)=[O:35])=[CH:31][CH2:32]1. (4) Given the reactants [Br:1][C:2]1[CH:8]=[CH:7][C:5]([NH2:6])=[CH:4][CH:3]=1.S([O-])([O-])(=O)=O.[Mg+2].II.C1([C:19](=[CH:21][CH:22]=[CH:23][CH:24]=1)O)O.[CH3:25]C(C)=O, predict the reaction product. The product is: [Br:1][C:2]1[CH:8]=[C:7]2[C:5](=[CH:4][CH:3]=1)[NH:6][C:23]([CH3:24])([CH3:25])[CH:22]=[C:21]2[CH3:19]. (5) Given the reactants Cl.[NH:2]1[CH2:6][C@H:5]([OH:7])[C@@H:4]([OH:8])[CH2:3]1.[Cl:9][C:10]1[N:15]=[C:14]([C:16]([O:18][CH3:19])=[O:17])[CH:13]=[C:12](Cl)[N:11]=1.CCN(C(C)C)C(C)C, predict the reaction product. The product is: [Cl:9][C:10]1[N:15]=[C:14]([C:16]([O:18][CH3:19])=[O:17])[CH:13]=[C:12]([N:2]2[CH2:6][C@H:5]([OH:7])[C@@H:4]([OH:8])[CH2:3]2)[N:11]=1.